Dataset: Catalyst prediction with 721,799 reactions and 888 catalyst types from USPTO. Task: Predict which catalyst facilitates the given reaction. (1) Reactant: [Cl:1][C:2]1[C:7]([CH:8]=[O:9])=[CH:6][CH:5]=[C:4]([NH:10][CH2:11][C:12]2[CH:17]=[CH:16][C:15]([Cl:18])=[CH:14][CH:13]=2)[N:3]=1.[C:19]([O:23][C:24](O[C:24]([O:23][C:19]([CH3:22])([CH3:21])[CH3:20])=[O:25])=[O:25])([CH3:22])([CH3:21])[CH3:20].C(N(CC)CC)C. Product: [C:19]([O:23][C:24](=[O:25])[N:10]([CH2:11][C:12]1[CH:17]=[CH:16][C:15]([Cl:18])=[CH:14][CH:13]=1)[C:4]1[CH:5]=[CH:6][C:7]([CH:8]=[O:9])=[C:2]([Cl:1])[N:3]=1)([CH3:22])([CH3:21])[CH3:20]. The catalyst class is: 112. (2) Reactant: Cl.Cl.[CH:3]1([CH2:9][O:10][C:11]2[C:12]3[N:13]([C:17]([C:21]([NH:23][CH2:24][C:25]4([C:31]([O:33][CH3:34])=[O:32])[CH2:30][CH2:29][NH:28][CH2:27][CH2:26]4)=[O:22])=[C:18]([CH3:20])[N:19]=3)[CH:14]=[CH:15][CH:16]=2)[CH2:8][CH2:7][CH2:6][CH2:5][CH2:4]1.C(N(CC)CC)C.ClCCl.[CH3:45][S:46](Cl)(=[O:48])=[O:47]. Product: [CH:3]1([CH2:9][O:10][C:11]2[C:12]3[N:13]([C:17]([C:21]([NH:23][CH2:24][C:25]4([C:31]([O:33][CH3:34])=[O:32])[CH2:30][CH2:29][N:28]([S:46]([CH3:45])(=[O:48])=[O:47])[CH2:27][CH2:26]4)=[O:22])=[C:18]([CH3:20])[N:19]=3)[CH:14]=[CH:15][CH:16]=2)[CH2:8][CH2:7][CH2:6][CH2:5][CH2:4]1. The catalyst class is: 84. (3) Reactant: C(N(CC)CC)C.[CH3:8][O:9][CH2:10][CH2:11][O:12][CH2:13][C:14]1[CH:19]=[CH:18][C:17]([C@@H:20]2[C@@H:25]([O:26][CH2:27][C:28]3[CH:29]=[CH:30][C:31]4[O:36][CH2:35][CH2:34][N:33]([CH2:37][CH2:38][CH2:39][O:40][CH3:41])[C:32]=4[CH:42]=3)[CH2:24][N:23]([S:43]([C:46]3[CH:51]=[CH:50][C:49]([CH3:52])=[CH:48][CH:47]=3)(=[O:45])=[O:44])[CH2:22][C@H:21]2[CH2:53][NH2:54])=[CH:16][CH:15]=1.[N:55]1([C:61](Cl)=[O:62])[CH2:60][CH2:59][O:58][CH2:57][CH2:56]1.C(=O)(O)[O-].[Na+]. Product: [CH3:8][O:9][CH2:10][CH2:11][O:12][CH2:13][C:14]1[CH:19]=[CH:18][C:17]([C@@H:20]2[C@@H:25]([O:26][CH2:27][C:28]3[CH:29]=[CH:30][C:31]4[O:36][CH2:35][CH2:34][N:33]([CH2:37][CH2:38][CH2:39][O:40][CH3:41])[C:32]=4[CH:42]=3)[CH2:24][N:23]([S:43]([C:46]3[CH:51]=[CH:50][C:49]([CH3:52])=[CH:48][CH:47]=3)(=[O:44])=[O:45])[CH2:22][C@H:21]2[CH2:53][NH:54][C:61]([N:55]2[CH2:60][CH2:59][O:58][CH2:57][CH2:56]2)=[O:62])=[CH:16][CH:15]=1. The catalyst class is: 4. (4) Reactant: [CH2:1]([O:3][C:4]([C:6]1[O:7][C:8]2[CH:15]=[CH:14][C:13]([Cl:16])=[C:12]([OH:17])[C:9]=2[C:10]=1[CH3:11])=[O:5])[CH3:2].IC.[C:20]([O-])([O-])=O.[K+].[K+]. Product: [CH2:1]([O:3][C:4]([C:6]1[O:7][C:8]2[CH:15]=[CH:14][C:13]([Cl:16])=[C:12]([O:17][CH3:20])[C:9]=2[C:10]=1[CH3:11])=[O:5])[CH3:2]. The catalyst class is: 3. (5) The catalyst class is: 3. Product: [Br:17][C:18]1[CH:23]=[CH:22][C:21]([CH2:24][NH:25][C:14]([C@@H:9]2[CH2:10][C@@H:11]([OH:13])[CH2:12][N:8]2[C:6]([O:5][C:1]([CH3:2])([CH3:3])[CH3:4])=[O:7])=[O:16])=[CH:20][CH:19]=1. Reactant: [C:1]([O:5][C:6]([N:8]1[CH2:12][C@H:11]([OH:13])[CH2:10][C@H:9]1[C:14]([OH:16])=O)=[O:7])([CH3:4])([CH3:3])[CH3:2].[Br:17][C:18]1[CH:23]=[CH:22][C:21]([CH2:24][NH2:25])=[CH:20][CH:19]=1.CCN(C(C)C)C(C)C.CN(C(ON1N=NC2C=CC=NC1=2)=[N+](C)C)C.F[P-](F)(F)(F)(F)F. (6) Reactant: [CH3:1][O:2][C:3]1[CH:11]=[CH:10][C:6]([C:7](Cl)=[O:8])=[CH:5][CH:4]=1.[Cl:12][C:13]1[C:18]([NH2:19])=[CH:17][CH:16]=[C:15]([Cl:20])[N:14]=1. Product: [Cl:12][C:13]1[C:18]([NH:19][C:7](=[O:8])[C:6]2[CH:10]=[CH:11][C:3]([O:2][CH3:1])=[CH:4][CH:5]=2)=[CH:17][CH:16]=[C:15]([Cl:20])[N:14]=1. The catalyst class is: 17.